Dataset: Full USPTO retrosynthesis dataset with 1.9M reactions from patents (1976-2016). Task: Predict the reactants needed to synthesize the given product. (1) Given the product [F:1][C:2]1[CH:7]=[CH:6][C:5]([C@@H:8]([N:12]2[CH2:17][CH2:16][CH2:15]/[C:14](=[CH:18]\[C:19]3[CH:24]=[CH:23][C:22]([N:25]4[CH:29]=[C:28]([CH3:30])[N:27]=[CH:26]4)=[C:21]([O:31][CH3:32])[CH:20]=3)/[C:13]2=[O:33])[C@H:9]([O:11][CH3:39])[CH3:10])=[CH:4][CH:3]=1, predict the reactants needed to synthesize it. The reactants are: [F:1][C:2]1[CH:7]=[CH:6][C:5]([C@@H:8]([N:12]2[CH2:17][CH2:16][CH2:15]/[C:14](=[CH:18]\[C:19]3[CH:24]=[CH:23][C:22]([N:25]4[CH:29]=[C:28]([CH3:30])[N:27]=[CH:26]4)=[C:21]([O:31][CH3:32])[CH:20]=3)/[C:13]2=[O:33])[C@H:9]([OH:11])[CH3:10])=[CH:4][CH:3]=1.[H-].[Na+].CI.O.[C:39](=O)(O)[O-].[Na+]. (2) Given the product [O:23]=[S:22]1(=[O:24])[C:8]2[C:7]([NH:27][C:28]3[CH:29]=[CH:30][C:31]([CH2:34][C:35]([O:37][CH2:38][CH3:39])=[O:36])=[CH:32][CH:33]=3)=[N:12][C:11]([C:13]3[CH:18]=[CH:17][CH:16]=[CH:15][CH:14]=3)=[N:10][C:9]=2[CH2:19][CH2:20][CH2:21]1, predict the reactants needed to synthesize it. The reactants are: FC(F)(F)S(O[C:7]1[C:8]2[S:22](=[O:24])(=[O:23])[CH2:21][CH2:20][CH2:19][C:9]=2[N:10]=[C:11]([C:13]2[CH:18]=[CH:17][CH:16]=[CH:15][CH:14]=2)[N:12]=1)(=O)=O.[NH2:27][C:28]1[CH:33]=[CH:32][C:31]([CH2:34][C:35]([O:37][CH2:38][CH3:39])=[O:36])=[CH:30][CH:29]=1. (3) Given the product [ClH:3].[CH3:21][N:22]([CH2:23][C:24]1[O:25][C:26]2[CH:33]=[CH:32][CH:31]=[CH:30][C:27]=2[C:28]=1[CH3:29])[C:18](=[O:20])[CH:17]=[CH:16][C:7]1[CH:6]=[N:5][C:10]2[NH:11][CH2:12][CH2:13][CH2:14][O:15][C:9]=2[CH:8]=1, predict the reactants needed to synthesize it. The reactants are: C(Cl)C[Cl:3].[N:5]1[C:10]2[NH:11][CH2:12][CH2:13][CH2:14][O:15][C:9]=2[CH:8]=[C:7]([CH:16]=[CH:17][C:18]([OH:20])=O)[CH:6]=1.[CH3:21][NH:22][CH2:23][C:24]1[O:25][C:26]2[CH:33]=[CH:32][CH:31]=[CH:30][C:27]=2[C:28]=1[CH3:29].C1C=CC2N(O)N=NC=2C=1.CCN(C(C)C)C(C)C.Cl. (4) Given the product [CH2:1]([O:8][CH2:9][C@@H:10]([OH:14])[CH2:11][C:12]1[NH:13][CH:17]=[CH:18][N:19]=1)[C:2]1[CH:7]=[CH:6][CH:5]=[CH:4][CH:3]=1, predict the reactants needed to synthesize it. The reactants are: [CH2:1]([O:8][CH2:9][C@@H:10]([OH:14])[CH2:11][C:12]#[N:13])[C:2]1[CH:7]=[CH:6][CH:5]=[CH:4][CH:3]=1.CO[CH:17](OC)[CH2:18][NH2:19]. (5) The reactants are: Cl[CH2:2][C:3]1[N:4]=[C:5]2[S:12][C:11]([C:13]([F:16])([F:15])[F:14])=[C:10]([C:17]([NH:19][CH2:20][CH3:21])=[O:18])[N:6]2[C:7](=[O:9])[CH:8]=1.C(=O)([O-])[O-].[K+].[K+].[CH:28]1([C:31]2[NH:35][N:34]=[C:33]([C:36]([F:39])([F:38])[F:37])[CH:32]=2)[CH2:30][CH2:29]1. Given the product [CH:28]1([C:31]2[N:35]([CH2:2][C:3]3[N:4]=[C:5]4[S:12][C:11]([C:13]([F:16])([F:15])[F:14])=[C:10]([C:17]([NH:19][CH2:20][CH3:21])=[O:18])[N:6]4[C:7](=[O:9])[CH:8]=3)[N:34]=[C:33]([C:36]([F:38])([F:39])[F:37])[CH:32]=2)[CH2:29][CH2:30]1.[CH:28]1([C:31]2[CH:32]=[C:33]([C:36]([F:38])([F:39])[F:37])[N:34]([CH2:2][C:3]3[N:4]=[C:5]4[S:12][C:11]([C:13]([F:16])([F:15])[F:14])=[C:10]([C:17]([NH:19][CH2:20][CH3:21])=[O:18])[N:6]4[C:7](=[O:9])[CH:8]=3)[N:35]=2)[CH2:29][CH2:30]1, predict the reactants needed to synthesize it.